This data is from Forward reaction prediction with 1.9M reactions from USPTO patents (1976-2016). The task is: Predict the product of the given reaction. (1) Given the reactants [C:1]([O:5][C:6]([N:8]1[CH2:13][CH2:12][CH2:11][CH2:10][C@@H:9]1[C:14](=O)[NH2:15])=[O:7])([CH3:4])([CH3:3])[CH3:2].COC1C=CC(P2(SP(C3C=CC(OC)=CC=3)(=S)S2)=[S:26])=CC=1, predict the reaction product. The product is: [C:1]([O:5][C:6]([N:8]1[CH2:13][CH2:12][CH2:11][CH2:10][C@@H:9]1[C:14](=[S:26])[NH2:15])=[O:7])([CH3:4])([CH3:3])[CH3:2]. (2) Given the reactants [OH:1][C:2]1[C:3]([C:12]([O:14]C)=O)=[N:4][CH:5]=[C:6]2[C:11]=1[N:10]=[CH:9][CH:8]=[CH:7]2.[N:16]1[CH:21]=[CH:20][C:19]([CH2:22][NH2:23])=[CH:18][CH:17]=1, predict the reaction product. The product is: [OH:1][C:2]1[C:3]([C:12]([NH:23][CH2:22][C:19]2[CH:20]=[CH:21][N:16]=[CH:17][CH:18]=2)=[O:14])=[N:4][CH:5]=[C:6]2[C:11]=1[N:10]=[CH:9][CH:8]=[CH:7]2. (3) The product is: [NH2:1][CH2:4][CH2:5][O:6][C:7]1[CH:8]=[CH:9][C:10]([CH2:13][CH:14]([CH2:20][CH2:21][O:22][C:23]2[CH:24]=[CH:25][CH:26]=[CH:27][CH:28]=2)[C:15]([O:17][CH2:18][CH3:19])=[O:16])=[CH:11][CH:12]=1. Given the reactants [N:1]([CH2:4][CH2:5][O:6][C:7]1[CH:12]=[CH:11][C:10]([CH2:13][CH:14]([CH2:20][CH2:21][O:22][C:23]2[CH:28]=[CH:27][CH:26]=[CH:25][CH:24]=2)[C:15]([O:17][CH2:18][CH3:19])=[O:16])=[CH:9][CH:8]=1)=[N+]=[N-], predict the reaction product. (4) Given the reactants [NH2:1][CH2:2][C:3]1[CH:4]=[CH:5][C:6]([Cl:25])=[C:7]([C:9]2[NH:13][C:12](=[O:14])[N:11]([C:15]3[CH:20]=[CH:19][C:18]([C:21]([F:24])([F:23])[F:22])=[CH:17][CH:16]=3)[N:10]=2)[CH:8]=1.[CH:26]1([S:29](Cl)(=[O:31])=[O:30])[CH2:28][CH2:27]1.CCN(C(C)C)C(C)C, predict the reaction product. The product is: [Cl:25][C:6]1[CH:5]=[CH:4][C:3]([CH2:2][NH:1][S:29]([CH:26]2[CH2:28][CH2:27]2)(=[O:31])=[O:30])=[CH:8][C:7]=1[C:9]1[NH:13][C:12](=[O:14])[N:11]([C:15]2[CH:16]=[CH:17][C:18]([C:21]([F:24])([F:23])[F:22])=[CH:19][CH:20]=2)[N:10]=1. (5) Given the reactants [O:1]1[CH2:6][CH2:5][N:4]([C:7]2[C:8]3[N:9]([CH:20]=[C:21](/[CH:23]=[CH:24]/[C:25]4[CH:34]=[CH:33][C:32]5[C:27](=[CH:28][CH:29]=[CH:30][CH:31]=5)[N:26]=4)[N:22]=3)[C:10]([C:13]3[CH:14]=[CH:15][C:16]([NH2:19])=[N:17][CH:18]=3)=[CH:11][N:12]=2)[CH2:3][CH2:2]1.[CH3:35][S:36](Cl)(=[O:38])=[O:37], predict the reaction product. The product is: [O:1]1[CH2:6][CH2:5][N:4]([C:7]2[C:8]3[N:9]([CH:20]=[C:21](/[CH:23]=[CH:24]/[C:25]4[CH:34]=[CH:33][C:32]5[C:27](=[CH:28][CH:29]=[CH:30][CH:31]=5)[N:26]=4)[N:22]=3)[C:10]([C:13]3[CH:14]=[CH:15][C:16]([NH:19][S:36]([CH3:35])(=[O:38])=[O:37])=[N:17][CH:18]=3)=[CH:11][N:12]=2)[CH2:3][CH2:2]1. (6) The product is: [F:34][C:25]1[CH:26]=[C:27]([C:30]([F:32])([F:33])[F:31])[CH:28]=[CH:29][C:24]=1[CH:11]([C:12]1[C:20]2[C:15](=[C:16]([CH2:21][S:22][CH3:23])[CH:17]=[CH:18][CH:19]=2)[NH:14][CH:13]=1)[CH2:10][CH2:9][C:1]#[N:2]. Given the reactants [C-:1]#[N:2].[K+].CS(O[CH2:9][CH2:10][CH:11]([C:24]1[CH:29]=[CH:28][C:27]([C:30]([F:33])([F:32])[F:31])=[CH:26][C:25]=1[F:34])[C:12]1[C:20]2[C:15](=[C:16]([CH2:21][S:22][CH3:23])[CH:17]=[CH:18][CH:19]=2)[NH:14][CH:13]=1)(=O)=O, predict the reaction product. (7) Given the reactants [H-].[Na+].[F:3][C:4]1[CH:9]=[C:8]([I:10])[CH:7]=[CH:6][C:5]=1[NH:11][C:12]1[C:21]2[C:20](=[O:22])[NH:19][CH:18]=[N:17][C:16]=2[N:15]([CH3:23])[C:14](=[O:24])[C:13]=1C.Cl[CH2:27][C@H:28]1[CH2:32][O:31][C:30]([CH3:34])([CH3:33])[O:29]1, predict the reaction product. The product is: [CH3:33][C:30]1([CH3:34])[O:29][C@@H:28]([CH2:27][N:19]2[C:20](=[O:22])[C:21]3[C:12]([NH:11][C:5]4[CH:6]=[CH:7][C:8]([I:10])=[CH:9][C:4]=4[F:3])=[CH:13][C:14](=[O:24])[N:15]([CH3:23])[C:16]=3[N:17]=[CH:18]2)[CH2:32][O:31]1.